This data is from NCI-60 drug combinations with 297,098 pairs across 59 cell lines. The task is: Regression. Given two drug SMILES strings and cell line genomic features, predict the synergy score measuring deviation from expected non-interaction effect. (1) Drug 1: CC1=C(C=C(C=C1)NC(=O)C2=CC=C(C=C2)CN3CCN(CC3)C)NC4=NC=CC(=N4)C5=CN=CC=C5. Drug 2: CC1C(C(CC(O1)OC2CC(CC3=C2C(=C4C(=C3O)C(=O)C5=C(C4=O)C(=CC=C5)OC)O)(C(=O)CO)O)N)O.Cl. Cell line: SF-268. Synergy scores: CSS=31.2, Synergy_ZIP=2.59, Synergy_Bliss=3.33, Synergy_Loewe=-19.6, Synergy_HSA=1.98. (2) Drug 1: CNC(=O)C1=CC=CC=C1SC2=CC3=C(C=C2)C(=NN3)C=CC4=CC=CC=N4. Drug 2: CC1=C(C(=CC=C1)Cl)NC(=O)C2=CN=C(S2)NC3=CC(=NC(=N3)C)N4CCN(CC4)CCO. Cell line: OVCAR3. Synergy scores: CSS=5.41, Synergy_ZIP=-0.239, Synergy_Bliss=4.43, Synergy_Loewe=-10.0, Synergy_HSA=1.46. (3) Drug 1: C1=CC(=CC=C1CCCC(=O)O)N(CCCl)CCCl. Drug 2: C1=CC=C(C=C1)NC(=O)CCCCCCC(=O)NO. Cell line: HL-60(TB). Synergy scores: CSS=87.7, Synergy_ZIP=3.69, Synergy_Bliss=-0.741, Synergy_Loewe=1.65, Synergy_HSA=2.66.